This data is from Forward reaction prediction with 1.9M reactions from USPTO patents (1976-2016). The task is: Predict the product of the given reaction. (1) Given the reactants [CH2:1]([O:5][CH2:6][CH2:7][O:8][C:9]1[CH:14]=[CH:13][C:12]([C:15]2[CH:16]=[CH:17][C:18]3[N:24]([C:25](=[O:30])[C:26]([F:29])([F:28])[F:27])[CH2:23][CH2:22][C:21]([C:31]([NH:33][C:34]4[CH:39]=[CH:38][C:37]([CH:40]([OH:47])[C:41]5[CH:46]=[CH:45][CH:44]=[CH:43][N:42]=5)=[C:36]([O:48][CH2:49][C:50]([F:53])([F:52])[F:51])[CH:35]=4)=[O:32])=[CH:20][C:19]=3[CH:54]=2)=[CH:11][CH:10]=1)[CH2:2][CH2:3][CH3:4].ClC1C=CC=C(C(OO)=[O:63])C=1.S([O-])([O-])(=O)=S.[Na+].[Na+], predict the reaction product. The product is: [CH2:1]([O:5][CH2:6][CH2:7][O:8][C:9]1[CH:14]=[CH:13][C:12]([C:15]2[CH:16]=[CH:17][C:18]3[N:24]([C:25](=[O:30])[C:26]([F:27])([F:29])[F:28])[CH2:23][CH2:22][C:21]([C:31]([NH:33][C:34]4[CH:39]=[CH:38][C:37]([CH:40]([OH:47])[C:41]5[CH:46]=[CH:45][CH:44]=[CH:43][N+:42]=5[O-:63])=[C:36]([O:48][CH2:49][C:50]([F:53])([F:51])[F:52])[CH:35]=4)=[O:32])=[CH:20][C:19]=3[CH:54]=2)=[CH:11][CH:10]=1)[CH2:2][CH2:3][CH3:4]. (2) The product is: [F:17][C:9]1[CH:8]=[C:7]2[C:12](=[CH:11][C:10]=1[S:13]([N:20]1[CH2:24][CH2:23][CH2:22][CH2:21]1)(=[O:15])=[O:14])[N:4]([C:1](=[O:3])[CH3:2])[CH2:5][C:6]2([CH3:19])[CH3:18]. Given the reactants [C:1]([N:4]1[C:12]2[C:7](=[CH:8][C:9]([F:17])=[C:10]([S:13](Cl)(=[O:15])=[O:14])[CH:11]=2)[C:6]([CH3:19])([CH3:18])[CH2:5]1)(=[O:3])[CH3:2].[NH:20]1[CH2:24][CH2:23][CH2:22][CH2:21]1, predict the reaction product.